Dataset: Full USPTO retrosynthesis dataset with 1.9M reactions from patents (1976-2016). Task: Predict the reactants needed to synthesize the given product. (1) The reactants are: [Cl:1][C:2]1[CH:11]=[C:10]2[C:5]([CH2:6][CH:7]([CH2:19][OH:20])[N:8]([C:12]([O:14][C:15]([CH3:18])([CH3:17])[CH3:16])=[O:13])[CH2:9]2)=[CH:4][CH:3]=1.CC(OI1(OC(C)=O)(OC(C)=O)OC(=O)C2C=CC=CC1=2)=O. Given the product [Cl:1][C:2]1[CH:11]=[C:10]2[C:5]([CH2:6][CH:7]([CH:19]=[O:20])[N:8]([C:12]([O:14][C:15]([CH3:16])([CH3:17])[CH3:18])=[O:13])[CH2:9]2)=[CH:4][CH:3]=1, predict the reactants needed to synthesize it. (2) Given the product [CH2:39]([O:38][CH2:37][C@H:19]([NH:18][C:15](=[O:17])[CH2:14][N:11]1[CH2:10][CH2:9][N:8]([CH2:7][CH:3]2[CH2:4][CH2:5][CH2:6][O:2]2)[CH2:13][CH2:12]1)[C:20]([NH:22][C:23]1[CH:28]=[CH:27][C:26]([O:29][C:30]2[CH:35]=[CH:34][C:33]([F:36])=[CH:32][CH:31]=2)=[CH:25][CH:24]=1)=[O:21])[C:40]1[CH:45]=[CH:44][CH:43]=[CH:42][CH:41]=1, predict the reactants needed to synthesize it. The reactants are: Cl.[O:2]1[CH2:6][CH2:5][CH2:4][CH:3]1[CH2:7][N:8]1[CH2:13][CH2:12][N:11]([CH2:14][C:15]([OH:17])=O)[CH2:10][CH2:9]1.[NH2:18][C@@H:19]([CH2:37][O:38][CH2:39][C:40]1[CH:45]=[CH:44][CH:43]=[CH:42][CH:41]=1)[C:20]([NH:22][C:23]1[CH:28]=[CH:27][C:26]([O:29][C:30]2[CH:35]=[CH:34][C:33]([F:36])=[CH:32][CH:31]=2)=[CH:25][CH:24]=1)=[O:21]. (3) Given the product [OH:8][C:9]1[CH:18]=[C:17]([OH:19])[C:16]([CH:27]([CH3:29])[CH3:28])=[CH:15][C:10]=1[C:11]([O:13][CH3:14])=[O:12], predict the reactants needed to synthesize it. The reactants are: C([O:8][C:9]1[CH:18]=[C:17]([O:19]CC2C=CC=CC=2)[C:16]([C:27]([CH3:29])=[CH2:28])=[CH:15][C:10]=1[C:11]([O:13][CH3:14])=[O:12])C1C=CC=CC=1.CO. (4) Given the product [Cl:24][C:5]1[C:4]2[C:9](=[CH:10][CH:11]=[C:2]([C:37]([C:34]3[CH:35]=[CH:36][C:31]([Cl:30])=[CH:32][CH:33]=3)([C:39]3[N:43]([CH3:44])[CH:42]=[N:41][CH:40]=3)[OH:38])[CH:3]=2)[N:8]=[C:7]([N:12]([CH2:15][CH3:16])[CH2:13][CH3:14])[C:6]=1[O:17][C:18]1[CH:23]=[CH:22][CH:21]=[CH:20][CH:19]=1, predict the reactants needed to synthesize it. The reactants are: Br[C:2]1[CH:3]=[C:4]2[C:9](=[CH:10][CH:11]=1)[N:8]=[C:7]([N:12]([CH2:15][CH3:16])[CH2:13][CH3:14])[C:6]([O:17][C:18]1[CH:23]=[CH:22][CH:21]=[CH:20][CH:19]=1)=[C:5]2[Cl:24].C([Li])CCC.[Cl:30][C:31]1[CH:36]=[CH:35][C:34]([C:37]([C:39]2[N:43]([CH3:44])[CH:42]=[N:41][CH:40]=2)=[O:38])=[CH:33][CH:32]=1.